Dataset: Peptide-MHC class II binding affinity with 134,281 pairs from IEDB. Task: Regression. Given a peptide amino acid sequence and an MHC pseudo amino acid sequence, predict their binding affinity value. This is MHC class II binding data. (1) The MHC is HLA-DPA10103-DPB10301 with pseudo-sequence HLA-DPA10103-DPB10301. The peptide sequence is AFKVAATAANADPAN. The binding affinity (normalized) is 0.441. (2) The peptide sequence is GAQSKSSLLHAINHP. The MHC is H-2-IAb with pseudo-sequence H-2-IAb. The binding affinity (normalized) is 0.109.